From a dataset of Reaction yield outcomes from USPTO patents with 853,638 reactions. Predict the reaction yield, written as a fraction of the theoretical maximum amount of product (1.0 means a 100% yield; for example, 0.34 means a 34% yield). The reactants are Cl.[CH3:2][NH:3][C:4](=[O:8])[C@H:5]([CH3:7])[NH2:6].C([BH3-])#N.[Na+].[C:13]1([CH2:19][CH2:20][CH:21]2[C:25]3[CH:26]=[C:27]([CH:30]=O)[CH:28]=[CH:29][C:24]=3[O:23][CH2:22]2)[CH:18]=[CH:17][CH:16]=[CH:15][CH:14]=1. The catalyst is CO. The product is [CH2:20]([CH:21]1[C:25]2[CH:26]=[C:27]([CH2:30][NH:6][CH:5]([CH3:7])[C:4]([NH:3][CH3:2])=[O:8])[CH:28]=[CH:29][C:24]=2[O:23][CH2:22]1)[CH2:19][C:13]1[CH:14]=[CH:15][CH:16]=[CH:17][CH:18]=1. The yield is 0.770.